The task is: Predict the reaction yield, written as a fraction of the theoretical maximum amount of product (1.0 means a 100% yield; for example, 0.34 means a 34% yield).. This data is from Reaction yield outcomes from USPTO patents with 853,638 reactions. (1) The reactants are C([O:3][C:4]([NH:6][C:7](=[O:19])[C:8]([C:17]#[N:18])=[N:9][NH:10][C:11]1[CH:16]=[CH:15][CH:14]=[CH:13][CH:12]=1)=O)C.C([O-])(=O)C.[Na+].C(O)(=O)C. The catalyst is O. The product is [C:11]1([N:10]2[C:4](=[O:3])[NH:6][C:7](=[O:19])[C:8]([C:17]#[N:18])=[N:9]2)[CH:16]=[CH:15][CH:14]=[CH:13][CH:12]=1. The yield is 0.678. (2) The reactants are C([Li])CCC.C(#N)C.C(=O)=O.CC1(C)CCCC(C)(C)N1.[CH3:22][O:23][C:24]1[N:25]=[N:26][C:27]([O:30][CH3:31])=[CH:28][CH:29]=1.[CH:32]1([NH:37][C:38]2[C:43](I)=[CH:42][N:41]=[C:40]([NH2:45])[N:39]=2)[CH2:36][CH2:35][CH2:34][CH2:33]1.[NH4+].[Cl-]. The catalyst is C1COCC1.[Cl-].[Zn+2].[Cl-].C1C=CC([P]([Pd]([P](C2C=CC=CC=2)(C2C=CC=CC=2)C2C=CC=CC=2)([P](C2C=CC=CC=2)(C2C=CC=CC=2)C2C=CC=CC=2)[P](C2C=CC=CC=2)(C2C=CC=CC=2)C2C=CC=CC=2)(C2C=CC=CC=2)C2C=CC=CC=2)=CC=1. The product is [CH:32]1([NH:37][C:38]2[C:43]([C:29]3[CH:28]=[C:27]([O:30][CH3:31])[N:26]=[N:25][C:24]=3[O:23][CH3:22])=[CH:42][N:41]=[C:40]([NH2:45])[N:39]=2)[CH2:33][CH2:34][CH2:35][CH2:36]1. The yield is 0.660. (3) The reactants are [C:1]([NH:4][C@@:5]1([C:13]([NH:15][C:16]([CH3:19])([CH3:18])[CH3:17])=[O:14])[CH2:9][CH2:8][CH2:7][C@@H:6]1[CH2:10][CH:11]=[CH2:12])(=[O:3])[CH3:2].[CH3:20][C:21]1([CH3:28])[C:25]([CH3:27])([CH3:26])[O:24][BH:23][O:22]1.O. The catalyst is C(Cl)Cl.C1C=CC(P(C2C=CC=CC=2)CCP(C2C=CC=CC=2)C2C=CC=CC=2)=CC=1. The product is [C:1]([NH:4][C@@:5]1([C:13]([NH:15][C:16]([CH3:19])([CH3:18])[CH3:17])=[O:14])[CH2:9][CH2:8][CH2:7][C@@H:6]1[CH2:10][CH2:11][CH2:12][B:23]1[O:24][C:25]([CH3:27])([CH3:26])[C:21]([CH3:28])([CH3:20])[O:22]1)(=[O:3])[CH3:2]. The yield is 0.780. (4) The reactants are [Na:1].COC1OCC([CH2:10][O:11][C:12]2[CH:17]=[CH:16][N:15]=[C:14]([CH2:18][S:19]([C:21]3[NH:25][C:24]4[CH:26]=[CH:27][CH:28]=[CH:29][C:23]=4[N:22]=3)=[O:20])[C:13]=2[CH3:30])CO1.[CH3:31][C:32]1([CH2:40]CO)[O:37][CH2:36][C:35]([CH3:39])([CH3:38])[CH2:34][O:33]1. No catalyst specified. The product is [Na:1].[CH3:30][C:13]1[C:14]([CH2:18][S:19]([C:21]2[NH:22][C:23]3[CH:29]=[CH:28][CH:27]=[CH:26][C:24]=3[N:25]=2)=[O:20])=[N:15][CH:16]=[CH:17][C:12]=1[O:11][CH2:10][CH2:31][C:32]1([CH3:40])[O:37][CH2:36][C:35]([CH3:39])([CH3:38])[CH2:34][O:33]1. The yield is 0.0720. (5) The reactants are [CH3:1][CH:2]([C:21]1[CH:22]=[C:23]([CH:25]=[CH:26][CH:27]=1)[NH2:24])[CH2:3][N:4]1[CH2:9][CH2:8][N:7]([C:10]2[CH:19]=[CH:18][CH:17]=[C:16]3[C:11]=2[CH:12]=[CH:13][C:14]([CH3:20])=[N:15]3)[CH2:6][CH2:5]1.[C:28](O)(=[O:30])[CH3:29]. No catalyst specified. The product is [CH3:1][CH:2]([C:21]1[CH:22]=[C:23]([NH:24][C:28](=[O:30])[CH3:29])[CH:25]=[CH:26][CH:27]=1)[CH2:3][N:4]1[CH2:5][CH2:6][N:7]([C:10]2[CH:19]=[CH:18][CH:17]=[C:16]3[C:11]=2[CH:12]=[CH:13][C:14]([CH3:20])=[N:15]3)[CH2:8][CH2:9]1. The yield is 0.750. (6) The reactants are CCN(C(C)C)C(C)C.[OH:10][C:11]1[CH:12]=[C:13]([CH:17]=[CH:18][CH:19]=1)[C:14]([OH:16])=O.CCN=C=NCCCN(C)C.C1C=CC2N(O)N=NC=2C=1.Cl.[CH2:42]([O:44][C:45](=[O:48])[CH2:46][NH2:47])[CH3:43]. The product is [CH2:42]([O:44][C:45](=[O:48])[CH2:46][NH:47][C:14](=[O:16])[C:13]1[CH:17]=[CH:18][CH:19]=[C:11]([OH:10])[CH:12]=1)[CH3:43]. The yield is 1.00. The catalyst is CN(C=O)C.O.